This data is from Full USPTO retrosynthesis dataset with 1.9M reactions from patents (1976-2016). The task is: Predict the reactants needed to synthesize the given product. Given the product [Br:1][CH2:2][C:3]1[CH:11]=[CH:10][C:6]([C:7]([NH:31][C:30]2[CH:32]=[C:33]([Cl:34])[C:27]([Cl:26])=[CH:28][C:29]=2[N:35]2[CH2:36][CH2:37][N:38]([CH2:41][CH2:42][C:43]([F:46])([F:45])[F:44])[CH2:39][CH2:40]2)=[O:9])=[C:5]([F:12])[CH:4]=1, predict the reactants needed to synthesize it. The reactants are: [Br:1][CH2:2][C:3]1[CH:11]=[CH:10][C:6]([C:7]([OH:9])=O)=[C:5]([F:12])[CH:4]=1.CCN(C(C)C)C(C)C.S(Cl)(Cl)=O.[Cl:26][C:27]1[C:33]([Cl:34])=[CH:32][C:30]([NH2:31])=[C:29]([N:35]2[CH2:40][CH2:39][N:38]([CH2:41][CH2:42][C:43]([F:46])([F:45])[F:44])[CH2:37][CH2:36]2)[CH:28]=1.